Dataset: Forward reaction prediction with 1.9M reactions from USPTO patents (1976-2016). Task: Predict the product of the given reaction. Given the reactants [CH2:1]([C@@H:8]1[C@@H:16]([O:17]/[CH:18]=[CH:19]/[C:20](=[O:22])[CH3:21])[C@H:15]([CH3:23])[O:14][C:13](=[O:24])[C@@H:12]([NH:25][C:26](=[O:32])[O:27][C:28]([CH3:31])([CH3:30])[CH3:29])[CH2:11][O:10][CH2:9]1)[C:2]1[CH:7]=[CH:6][CH:5]=[CH:4][CH:3]=1, predict the reaction product. The product is: [CH2:1]([C@@H:8]1[C@@H:16]([O:17][CH2:18][CH2:19][C:20](=[O:22])[CH3:21])[C@H:15]([CH3:23])[O:14][C:13](=[O:24])[C@@H:12]([NH:25][C:26](=[O:32])[O:27][C:28]([CH3:31])([CH3:30])[CH3:29])[CH2:11][O:10][CH2:9]1)[C:2]1[CH:3]=[CH:4][CH:5]=[CH:6][CH:7]=1.[CH2:1]([C@@H:8]1[C@@H:16]([O:17][CH2:18][CH2:19][CH:20]([OH:22])[CH3:21])[C@H:15]([CH3:23])[O:14][C:13](=[O:24])[C@@H:12]([NH:25][C:26](=[O:32])[O:27][C:28]([CH3:29])([CH3:31])[CH3:30])[CH2:11][O:10][CH2:9]1)[C:2]1[CH:3]=[CH:4][CH:5]=[CH:6][CH:7]=1.